From a dataset of Forward reaction prediction with 1.9M reactions from USPTO patents (1976-2016). Predict the product of the given reaction. (1) Given the reactants [Cl:1][C:2]1[N:3]([CH2:10][C@:11]2([CH3:14])[CH2:13][O:12]2)[CH:4]=[C:5]([N+:7]([O-:9])=[O:8])[N:6]=1.[Cl:15][C:16]1[CH:21]=[CH:20][C:19]([CH:22]=[CH:23][CH2:24][O:25][CH:26]2[CH2:31][CH2:30][NH:29][CH2:28][CH2:27]2)=[CH:18][CH:17]=1, predict the reaction product. The product is: [Cl:1][C:2]1[N:3]([CH2:10][C@@:11]([CH3:14])([OH:12])[CH2:13][N:29]2[CH2:28][CH2:27][CH:26]([O:25][CH2:24][CH:23]=[CH:22][C:19]3[CH:18]=[CH:17][C:16]([Cl:15])=[CH:21][CH:20]=3)[CH2:31][CH2:30]2)[CH:4]=[C:5]([N+:7]([O-:9])=[O:8])[N:6]=1. (2) Given the reactants [CH2:1]([C:3]1[C:4](=[O:30])[N:5]=[C:6]([S:9][CH2:10][C:11]2[CH:12]=[CH:13][C:14]([O:19][C:20]3[CH:25]=[CH:24][CH:23]=[C:22]([C:26]([F:29])([F:28])[F:27])[CH:21]=3)=[C:15]([CH:18]=2)[C:16]#[N:17])[NH:7][CH:8]=1)[CH3:2].[CH3:31]CN(C(C)C)C(C)C.CI, predict the reaction product. The product is: [CH2:1]([C:3]1[C:4](=[O:30])[N:5]=[C:6]([S:9][CH2:10][C:11]2[CH:12]=[CH:13][C:14]([O:19][C:20]3[CH:25]=[CH:24][CH:23]=[C:22]([C:26]([F:29])([F:27])[F:28])[CH:21]=3)=[C:15]([CH:18]=2)[C:16]#[N:17])[N:7]([CH3:31])[CH:8]=1)[CH3:2]. (3) Given the reactants [O:1]=[C:2]1[C:10]2([C:14]3=[CH:15][C:16]4[O:20][CH2:19][O:18][C:17]=4[CH:21]=[C:13]3[O:12][CH2:11]2)[C:9]2[C:4](=[CH:5][CH:6]=[CH:7][CH:8]=2)[N:3]1[CH2:22][C:23]1[CH:32]=[CH:31][C:26]([C:27]([O:29]C)=[O:28])=[CH:25][CH:24]=1.O=C1C2(C3=CC4OCOC=4C=C3OC2)C2C(=CC=CC=2)N1CC1C=CC=CC=1C(OC)=O, predict the reaction product. The product is: [O:1]=[C:2]1[C:10]2([C:14]3=[CH:15][C:16]4[O:20][CH2:19][O:18][C:17]=4[CH:21]=[C:13]3[O:12][CH2:11]2)[C:9]2[C:4](=[CH:5][CH:6]=[CH:7][CH:8]=2)[N:3]1[CH2:22][C:23]1[CH:24]=[CH:25][C:26]([C:27]([OH:29])=[O:28])=[CH:31][CH:32]=1. (4) Given the reactants [CH3:1][O:2][C:3]1[CH:4]=[C:5]2[CH2:14][CH:13]([CH2:15][CH:16]3[CH2:21][CH2:20][N:19](CC4C=CC=CC=4)[CH2:18][CH2:17]3)[C:11](=[O:12])[C:6]2=[CH:7][C:8]=1[O:9][CH3:10].Cl.S(C1C=CC(C)=CC=1)(O)(=O)=O.COC1C=C2C(=CC=1OC)C(=O)C(=CC1C=CN=CC=1)C2, predict the reaction product. The product is: [CH3:1][O:2][C:3]1[CH:4]=[C:5]2[C:6](=[CH:7][C:8]=1[O:9][CH3:10])[C:11](=[O:12])[CH:13]([CH2:15][CH:16]1[CH2:21][CH2:20][NH:19][CH2:18][CH2:17]1)[CH2:14]2.